This data is from Kir2.1 potassium channel HTS with 301,493 compounds. The task is: Binary Classification. Given a drug SMILES string, predict its activity (active/inactive) in a high-throughput screening assay against a specified biological target. (1) The compound is O=C(NC1CC1)/C(=C\c1c([nH]c(c1)C)C)C#N. The result is 0 (inactive). (2) The drug is o1c(nc2c(cc(OC)c(OC)c2)c1=O)c1c(cccc1)C. The result is 0 (inactive).